Dataset: Full USPTO retrosynthesis dataset with 1.9M reactions from patents (1976-2016). Task: Predict the reactants needed to synthesize the given product. (1) Given the product [CH3:50][O:51][C:52](=[O:59])[CH2:53][CH2:54][CH2:55][CH2:56][C:57]#[C:58][C:31]1[CH:32]=[CH:33][C:28]([C:3]([CH2:4][CH3:5])([C:6]2[CH:11]=[CH:10][C:9]([C:12]#[C:13][C:14]([O:23][CH2:24][O:25][CH3:26])([C:19]([F:22])([F:21])[F:20])[C:15]([F:18])([F:17])[F:16])=[C:8]([CH3:27])[CH:7]=2)[CH2:1][CH3:2])=[CH:29][C:30]=1[CH3:42], predict the reactants needed to synthesize it. The reactants are: [CH2:1]([C:3]([C:28]1[CH:33]=[CH:32][C:31](OS(C(F)(F)F)(=O)=O)=[C:30]([CH3:42])[CH:29]=1)([C:6]1[CH:11]=[CH:10][C:9]([C:12]#[C:13][C:14]([O:23][CH2:24][O:25][CH3:26])([C:19]([F:22])([F:21])[F:20])[C:15]([F:18])([F:17])[F:16])=[C:8]([CH3:27])[CH:7]=1)[CH2:4][CH3:5])[CH3:2].CCN(CC)CC.[CH3:50][O:51][C:52](=[O:59])[CH2:53][CH2:54][CH2:55][CH2:56][C:57]#[CH:58].C(OCC)(=O)C. (2) Given the product [CH2:27]([C:14]1[CH:15]=[C:16]2[C:11](=[C:12]([F:21])[CH:13]=1)[NH:10][C:9]1[C:8]3[CH:22]=[C:23]([OH:24])[C:5]([C:3]([OH:2])=[O:4])=[CH:6][C:7]=3[CH2:19][CH2:18][C:17]2=1)[CH:26]=[CH2:25], predict the reactants needed to synthesize it. The reactants are: C[O:2][C:3]([C:5]1[C:23]([OH:24])=[CH:22][C:8]2[C:9]3[NH:10][C:11]4[C:16]([C:17]=3[CH2:18][CH2:19][C:7]=2[CH:6]=1)=[CH:15][C:14](Br)=[CH:13][C:12]=4[F:21])=[O:4].[CH2:25]([Sn](CCCC)(CCCC)CCCC)[CH:26]=[CH2:27].[F-].[Cs+].[OH-].[Li+]. (3) Given the product [C:11]([C:5]1[C:4]([CH3:3])=[C:9]([CH:8]=[CH:7][CH:6]=1)[NH2:10])([CH3:12])=[CH2:14], predict the reactants needed to synthesize it. The reactants are: [H-].[Na+].[CH3:3][C:4]1[C:9]([NH2:10])=[CH:8][CH:7]=[CH:6][C:5]=1[C:11](=O)[CH3:12].[CH2:14](Cl)Cl.O. (4) Given the product [CH3:33][N:10]([S:11]([C:14]1[CH:15]=[CH:16][C:17]([O:20][CH2:21][C:22]2[C:31]3[C:26](=[CH:27][CH:28]=[CH:29][CH:30]=3)[N:25]=[C:24]([CH3:32])[CH:23]=2)=[CH:18][CH:19]=1)(=[O:12])=[O:13])[CH:9]1[CH2:8][O:7][CH2:6][CH:5]1[C:3]([OH:4])=[O:2], predict the reactants needed to synthesize it. The reactants are: C[O:2][C:3]([CH:5]1[CH:9]([N:10]([CH3:33])[S:11]([C:14]2[CH:19]=[CH:18][C:17]([O:20][CH2:21][C:22]3[C:31]4[C:26](=[CH:27][CH:28]=[CH:29][CH:30]=4)[N:25]=[C:24]([CH3:32])[CH:23]=3)=[CH:16][CH:15]=2)(=[O:13])=[O:12])[CH2:8][O:7][CH2:6]1)=[O:4].[OH-].[Li+]. (5) Given the product [ClH:40].[CH2:1]([N:19]([CH2:18][CH2:17][CH2:16][C@H:15]([NH2:30])[C:14]([NH:13][CH2:12][CH2:11][NH:10][C:9]([O:8][CH2:1][C:2]1[CH:3]=[CH:4][CH:5]=[CH:6][CH:7]=1)=[O:39])=[O:38])[C:20](=[O:21])[OH:22])[C:2]1[CH:7]=[CH:6][CH:5]=[CH:4][CH:3]=1, predict the reactants needed to synthesize it. The reactants are: [CH2:1]([O:8][C:9](=[O:39])[NH:10][CH2:11][CH2:12][NH:13][C:14](=[O:38])[C@@H:15]([NH:30]C(OC(C)(C)C)=O)[CH2:16][CH2:17][CH2:18][NH:19][C:20]([O:22]CC1C=CC=CC=1)=[O:21])[C:2]1[CH:7]=[CH:6][CH:5]=[CH:4][CH:3]=1.[ClH:40]. (6) Given the product [CH3:13][O:12][C:10]1[CH:11]=[C:6]2[C:7]([CH:2]=[C:3]([C:19]3[CH:20]=[N:21][CH:22]=[CH:23][CH:24]=3)[NH:5]2)=[CH:8][CH:9]=1, predict the reactants needed to synthesize it. The reactants are: F[C:2](F)(F)[C:3]([NH:5][C:6]1[CH:11]=[C:10]([O:12][CH3:13])[CH:9]=[CH:8][C:7]=1I)=O.C([C:19]1[CH:20]=[N:21][CH:22]=[CH:23][CH:24]=1)#C.C(N(CC)CC)C.C(=O)([O-])[O-].[K+].[K+]. (7) Given the product [F:27][CH:26]([F:28])[C:24]1[CH:23]=[CH:22][N:21]=[C:20]([NH:15][C:13](=[O:14])[C:12]2[CH:16]=[CH:17][C:9]([B:4]3[O:3][C:2]([CH3:18])([CH3:1])[C:6]([CH3:7])([CH3:8])[O:5]3)=[CH:10][CH:11]=2)[CH:25]=1, predict the reactants needed to synthesize it. The reactants are: [CH3:1][C:2]1([CH3:18])[C:6]([CH3:8])([CH3:7])[O:5][B:4]([C:9]2[CH:17]=[CH:16][C:12]([C:13]([NH2:15])=[O:14])=[CH:11][CH:10]=2)[O:3]1.Br[C:20]1[CH:25]=[C:24]([CH:26]([F:28])[F:27])[CH:23]=[CH:22][N:21]=1.CC(C1C=C(C(C)C)C(C2C=CC=CC=2P(C2CCCCC2)C2CCCCC2)=C(C(C)C)C=1)C.C([O-])([O-])=O.[Cs+].[Cs+].